This data is from Reaction yield outcomes from USPTO patents with 853,638 reactions. The task is: Predict the reaction yield, written as a fraction of the theoretical maximum amount of product (1.0 means a 100% yield; for example, 0.34 means a 34% yield). (1) The reactants are [H-].[Na+].[CH2:3]([O:5][C:6]([C:8]1[NH:9][C:10]2[C:15]([C:16]=1[CH2:17][N:18]([CH2:25][C:26]1[CH:31]=[C:30]([C:32]([F:35])([F:34])[F:33])[CH:29]=[C:28]([C:36]([F:39])([F:38])[F:37])[CH:27]=1)[C:19]1[N:20]=[N:21][N:22]([CH3:24])[N:23]=1)=[CH:14][CH:13]=[CH:12][CH:11]=2)=[O:7])[CH3:4].[CH:40]1([C:43](Cl)=[O:44])[CH2:42][CH2:41]1. The product is [CH2:3]([O:5][C:6]([C:8]1[N:9]([C:43]([CH:40]2[CH2:42][CH2:41]2)=[O:44])[C:10]2[C:15]([C:16]=1[CH2:17][N:18]([CH2:25][C:26]1[CH:31]=[C:30]([C:32]([F:33])([F:34])[F:35])[CH:29]=[C:28]([C:36]([F:39])([F:38])[F:37])[CH:27]=1)[C:19]1[N:20]=[N:21][N:22]([CH3:24])[N:23]=1)=[CH:14][CH:13]=[CH:12][CH:11]=2)=[O:7])[CH3:4]. The catalyst is CN(C=O)C. The yield is 0.710. (2) The reactants are [CH2:1]([NH2:4])[CH2:2][NH2:3].Cl.Br[C:7]1[CH:12]=[CH:11][N:10]=[CH:9][CH:8]=1.C(=O)([O-])[O-].[K+].[K+]. No catalyst specified. The product is [N:10]1[CH:11]=[CH:12][C:7]([NH:3][CH2:2][CH2:1][NH2:4])=[CH:8][CH:9]=1. The yield is 0.770. (3) The reactants are [Cl:1][C:2]1[CH:7]=[CH:6][C:5]([OH:8])=[CH:4][N:3]=1.[CH3:9]I.C[O-].[Na+].[Cl-].[NH4+]. The catalyst is CN(C)C=O.CO.C(OCC)(=O)C. The product is [Cl:1][C:2]1[CH:7]=[CH:6][C:5]([O:8][CH3:9])=[CH:4][N:3]=1. The yield is 0.980. (4) The reactants are C[O:2][C:3](=[O:22])[CH:4]([C:6]1[CH:15]=[CH:14][C:13]2[C:8](=[CH:9][CH:10]=[C:11]([O:16][CH2:17][C:18]([O:20]C)=[O:19])[CH:12]=2)[CH:7]=1)[CH3:5].Cl. The catalyst is [OH-].[Na+]. The product is [C:18]([CH2:17][O:16][C:11]1[CH:12]=[C:13]2[C:8](=[CH:9][CH:10]=1)[CH:7]=[C:6]([CH:4]([CH3:5])[C:3]([OH:22])=[O:2])[CH:15]=[CH:14]2)([OH:20])=[O:19]. The yield is 0.719. (5) The reactants are [Si:1]([O:8][C@H:9]([CH3:40])[C@@H:10]([NH:27][C:28]1[CH:33]=[CH:32][C:31]([C:34]#[N:35])=[C:30]([C:36]([F:39])([F:38])[F:37])[CH:29]=1)[C:11]([NH:13][NH:14][C:15](=[O:26])[C:16]1[CH:21]=[CH:20][C:19]([S:22]([CH3:25])(=[O:24])=[O:23])=[CH:18][CH:17]=1)=O)([C:4]([CH3:7])([CH3:6])[CH3:5])([CH3:3])[CH3:2].C1C=CC(P(C2C=CC=CC=2)C2C=CC=CC=2)=CC=1.II.CCN(CC)CC. The catalyst is C(Cl)Cl. The product is [Si:1]([O:8][C@H:9]([CH3:40])[C@@H:10]([NH:27][C:28]1[CH:33]=[CH:32][C:31]([C:34]#[N:35])=[C:30]([C:36]([F:37])([F:39])[F:38])[CH:29]=1)[C:11]1[O:26][C:15]([C:16]2[CH:17]=[CH:18][C:19]([S:22]([CH3:25])(=[O:23])=[O:24])=[CH:20][CH:21]=2)=[N:14][N:13]=1)([C:4]([CH3:5])([CH3:7])[CH3:6])([CH3:2])[CH3:3]. The yield is 0.940. (6) The reactants are [NH2:1][C:2]1[S:3][CH:4]=[C:5]([C:7]2[CH2:8][CH2:9][CH2:10][C:11]3([CH3:26])[C:15]=2[N:14]([CH2:16][C:17]2[CH:22]=[CH:21][CH:20]=[C:19]([O:23][CH3:24])[CH:18]=2)[C:13](=[O:25])[CH2:12]3)[N:6]=1.[F:27][C:28]1[CH:29]=[C:30]([S:35](Cl)(=[O:37])=[O:36])[CH:31]=[CH:32][C:33]=1[F:34]. The catalyst is N1C=CC=CC=1.CN(C1C=CN=CC=1)C. The yield is 0.530. The product is [F:27][C:28]1[CH:29]=[C:30]([S:35]([NH:1][C:2]2[S:3][CH:4]=[C:5]([C:7]3[CH2:8][CH2:9][CH2:10][C:11]4([CH3:26])[C:15]=3[N:14]([CH2:16][C:17]3[CH:22]=[CH:21][CH:20]=[C:19]([O:23][CH3:24])[CH:18]=3)[C:13](=[O:25])[CH2:12]4)[N:6]=2)(=[O:36])=[O:37])[CH:31]=[CH:32][C:33]=1[F:34]. (7) The reactants are [N:1]1[C:10]2[C:5](=[CH:6][CH:7]=[CH:8][CH:9]=2)[N:4]=[CH:3][C:2]=1[C:11](Cl)=[O:12].Cl.[CH:15]12[CH2:25][CH:20]3[CH2:21][CH:22]([CH2:24][C:17]([NH2:26])([CH2:18][CH2:19]3)[CH2:16]1)[CH2:23]2.N1C=CC=CC=1. The catalyst is O. The product is [CH:15]12[CH2:25][CH:20]3[CH2:21][CH:22]([CH2:24][C:17]([NH:26][C:11]([C:2]4[CH:3]=[N:4][C:5]5[C:10](=[CH:9][CH:8]=[CH:7][CH:6]=5)[N:1]=4)=[O:12])([CH2:18][CH2:19]3)[CH2:16]1)[CH2:23]2. The yield is 0.570.